Predict the reactants needed to synthesize the given product. From a dataset of Full USPTO retrosynthesis dataset with 1.9M reactions from patents (1976-2016). Given the product [CH3:7][C:4]1[N:3]([C:8]2[CH:12]=[CH:11][N:10]([C:33]3[CH:34]=[CH:35][CH:36]=[C:31]([F:30])[CH:32]=3)[N:9]=2)[C:2]([CH3:1])=[CH:6][CH:5]=1, predict the reactants needed to synthesize it. The reactants are: [CH3:1][C:2]1[N:3]([C:8]2[CH:12]=[CH:11][NH:10][N:9]=2)[C:4]([CH3:7])=[CH:5][CH:6]=1.C(=O)([O-])[O-].[Cs+].[Cs+].N1C2C(=CC=CC=2O)C=CC=1.[F:30][C:31]1[CH:36]=[CH:35][CH:34]=[C:33](I)[CH:32]=1.